This data is from Full USPTO retrosynthesis dataset with 1.9M reactions from patents (1976-2016). The task is: Predict the reactants needed to synthesize the given product. (1) Given the product [C:20]([N:23]1[C:27]2[CH:28]=[CH:29][C:30]([Cl:32])=[CH:31][C:26]=2[S:25][CH:24]1[C:33]1[CH:38]=[C:37]([O:39][CH3:40])[CH:36]=[CH:35][C:34]=1[O:10][C:9]([C@H:8]1[C:7]([CH3:13])([CH3:12])[S:6][C@@H:5]([C:14]2[CH:15]=[CH:16][CH:17]=[CH:18][CH:19]=2)[N:4]1[C:1](=[O:3])[CH3:2])=[O:11])(=[O:22])[CH3:21], predict the reactants needed to synthesize it. The reactants are: [C:1]([N:4]1[C@@H:8]([C:9]([OH:11])=[O:10])[C:7]([CH3:13])([CH3:12])[S:6][C@H:5]1[C:14]1[CH:19]=[CH:18][CH:17]=[CH:16][CH:15]=1)(=[O:3])[CH3:2].[C:20]([N:23]1[C:27]2[CH:28]=[CH:29][C:30]([Cl:32])=[CH:31][C:26]=2[S:25][CH:24]1[C:33]1[CH:38]=[C:37]([O:39][CH3:40])[CH:36]=[CH:35][C:34]=1O)(=[O:22])[CH3:21].N(C(OCC)=O)=NC(OCC)=O. (2) Given the product [Cl:29][C:26]1[CH:27]=[CH:28][C:21]2[C:20](=[O:30])[N:19]([C:16]3[CH:17]=[CH:18][C:13]([NH:12][C:10]4[NH:9][C:7]([C:5]5[S:6][C:2]([Cl:1])=[CH:3][CH:4]=5)=[N:35][N:34]=4)=[CH:14][C:15]=3[CH3:31])[C:23](=[O:24])[C:22]=2[CH:25]=1, predict the reactants needed to synthesize it. The reactants are: [Cl:1][C:2]1[S:6][C:5]([C:7]([NH:9][C:10]([NH:12][C:13]2[CH:18]=[CH:17][C:16]([N:19]3[C:23](=[O:24])[C:22]4[CH:25]=[C:26]([Cl:29])[CH:27]=[CH:28][C:21]=4[C:20]3=[O:30])=[C:15]([CH3:31])[CH:14]=2)=S)=O)=[CH:4][CH:3]=1.Cl.Cl.[NH2:34][NH2:35]. (3) The reactants are: [Cl:1][C:2]1[CH:3]=[C:4](/[CH:24]=[CH:25]/[C:26]([OH:28])=O)[CH:5]=[CH:6][C:7]=1[O:8][C:9]1[CH:14]=[CH:13][C:12]([O:15][CH2:16][C:17]2[CH:22]=[CH:21][C:20]([F:23])=[CH:19][CH:18]=2)=[CH:11][N:10]=1.[CH3:29][O:30][C:31]1[CH:32]=[C:33]([CH:50]=[CH:51][CH:52]=1)[O:34][CH2:35][CH2:36][C:37]1[CH:49]=[CH:48][C:40]([CH2:41][N:42]2[CH2:47][CH2:46][NH:45][CH2:44][CH2:43]2)=[CH:39][CH:38]=1.C1C=CC2N(O)N=NC=2C=1.CCN=C=NCCCN(C)C.C([O-])(O)=O.[Na+]. Given the product [Cl:1][C:2]1[CH:3]=[C:4](/[CH:24]=[CH:25]/[C:26]([N:45]2[CH2:44][CH2:43][N:42]([CH2:41][C:40]3[CH:48]=[CH:49][C:37]([CH2:36][CH2:35][O:34][C:33]4[CH:50]=[CH:51][CH:52]=[C:31]([O:30][CH3:29])[CH:32]=4)=[CH:38][CH:39]=3)[CH2:47][CH2:46]2)=[O:28])[CH:5]=[CH:6][C:7]=1[O:8][C:9]1[CH:14]=[CH:13][C:12]([O:15][CH2:16][C:17]2[CH:18]=[CH:19][C:20]([F:23])=[CH:21][CH:22]=2)=[CH:11][N:10]=1, predict the reactants needed to synthesize it.